This data is from Full USPTO retrosynthesis dataset with 1.9M reactions from patents (1976-2016). The task is: Predict the reactants needed to synthesize the given product. (1) Given the product [CH3:33][O:25][C:23](=[O:24])[CH2:22][C:26]1[CH:31]=[CH:30][C:29]([O:32][C:16]2[CH:17]=[CH:18][C:13]([N:9]3[C:8](=[O:20])[C:7]4[C:2]([NH2:1])=[N:3][CH:4]=[N:5][C:6]=4[O:12][CH2:11][CH2:10]3)=[CH:14][CH:15]=2)=[CH:28][CH:27]=1, predict the reactants needed to synthesize it. The reactants are: [NH2:1][C:2]1[C:7]2[C:8](=[O:20])[N:9]([C:13]3[CH:18]=[CH:17][C:16](I)=[CH:15][CH:14]=3)[CH2:10][CH2:11][O:12][C:6]=2[N:5]=[CH:4][N:3]=1.C[CH:22]([C:26]1[CH:31]=[CH:30][C:29]([OH:32])=[CH:28][CH:27]=1)[C:23]([OH:25])=[O:24].[C:33](=O)([O-])[O-].[Cs+].[Cs+].CN(C)CC(O)=O. (2) The reactants are: [C:1]([O:5][C:6](=[O:20])[NH:7][C:8]1[CH:13]=[C:12]([CH3:14])[C:11]([C:15]([F:18])([F:17])[F:16])=[CH:10][C:9]=1[NH2:19])([CH3:4])([CH3:3])[CH3:2].C([O:25][C:26](=O)[CH2:27][C:28]([C:30]1[CH:35]=[CH:34][CH:33]=[C:32]([C:36]2[CH:37]=[N:38][C:39]([N:42]([CH3:44])[CH3:43])=[CH:40][CH:41]=2)[CH:31]=1)=[O:29])(C)(C)C. Given the product [C:1]([O:5][C:6](=[O:20])[NH:7][C:8]1[CH:13]=[C:12]([CH3:14])[C:11]([C:15]([F:18])([F:17])[F:16])=[CH:10][C:9]=1[NH:19][C:26](=[O:25])[CH2:27][C:28]([C:30]1[CH:35]=[CH:34][CH:33]=[C:32]([C:36]2[CH:37]=[N:38][C:39]([N:42]([CH3:44])[CH3:43])=[CH:40][CH:41]=2)[CH:31]=1)=[O:29])([CH3:4])([CH3:2])[CH3:3], predict the reactants needed to synthesize it. (3) Given the product [NH3:10].[F:7][C:8]1[CH:9]=[N:10][C:11]([O:23][C:24]2[CH:29]=[CH:28][CH:27]=[C:26]([S:30][CH3:31])[CH:25]=2)=[C:12]([CH:22]=1)[C:13]([NH:15][CH:16]1[CH2:17][CH2:18][N:19]([CH2:3][CH2:2][OH:1])[CH2:20][CH2:21]1)=[O:14], predict the reactants needed to synthesize it. The reactants are: [O:1]=[CH:2][CH:3](CO)O.[F:7][C:8]1[CH:9]=[N:10][C:11]([O:23][C:24]2[CH:29]=[CH:28][CH:27]=[C:26]([S:30][CH3:31])[CH:25]=2)=[C:12]([CH:22]=1)[C:13]([NH:15][CH:16]1[CH2:21][CH2:20][NH:19][CH2:18][CH2:17]1)=[O:14].[Na]. (4) The reactants are: [Cl:1][C:2]1[CH:10]=[CH:9][C:8]([C:11]2[C:12]([C@@H:28]([NH:38][C:39](=[O:55])[CH2:40][N:41]3[C:45]4[C:46]([F:51])([F:50])[C@@H:47]5[CH2:49][C@@H:48]5[C:44]=4[C:43]([CH:52]([F:54])[F:53])=[N:42]3)[CH2:29][C:30]3[CH:35]=[C:34]([F:36])[CH:33]=[C:32]([F:37])[CH:31]=3)=[N:13][C:14](C#CC(C)(N3CCOC3=O)C)=[CH:15][CH:16]=2)=[C:7]2[C:3]=1[C:4]([NH:57][S:58]([CH3:61])(=[O:60])=[O:59])=[N:5][N:6]2[CH3:56].[C:62]([C:64]1([CH3:77])[O:69][CH2:68][CH2:67][N:66](C(OC(C)(C)C)=O)[CH2:65]1)#[CH:63].C(O)(C(F)(F)F)=O. Given the product [Cl:1][C:2]1[CH:10]=[CH:9][C:8]([C:11]2[C:12]([C@@H:28]([NH:38][C:39](=[O:55])[CH2:40][N:41]3[C:45]4[C:46]([F:50])([F:51])[C@@H:47]5[CH2:49][C@@H:48]5[C:44]=4[C:43]([CH:52]([F:53])[F:54])=[N:42]3)[CH2:29][C:30]3[CH:31]=[C:32]([F:37])[CH:33]=[C:34]([F:36])[CH:35]=3)=[N:13][C:14]([C:63]#[C:62][C:64]3([CH3:77])[O:69][CH2:68][CH2:67][NH:66][CH2:65]3)=[CH:15][CH:16]=2)=[C:7]2[C:3]=1[C:4]([NH:57][S:58]([CH3:61])(=[O:59])=[O:60])=[N:5][N:6]2[CH3:56], predict the reactants needed to synthesize it. (5) The reactants are: [CH2:1]([O:4][C:5]1[C:6]([C:15](OC)=[O:16])=[CH:7][C:8]2[C:13]([CH:14]=1)=[CH:12][CH:11]=[CH:10][CH:9]=2)[CH:2]=[CH2:3].CC(C[AlH]CC(C)C)C.CCCCCC. Given the product [CH2:1]([O:4][C:5]1[C:6]([CH2:15][OH:16])=[CH:7][C:8]2[C:13]([CH:14]=1)=[CH:12][CH:11]=[CH:10][CH:9]=2)[CH:2]=[CH2:3], predict the reactants needed to synthesize it. (6) Given the product [Br:1][C:2]1[C:3]2[N:4]([CH:15]=[N:14][N:13]=2)[C:5]2[C:10]([CH:11]=1)=[CH:9][CH:8]=[C:7]([Cl:12])[CH:6]=2, predict the reactants needed to synthesize it. The reactants are: [Br:1][C:2]1[C:3]([NH:13][NH2:14])=[N:4][C:5]2[C:10]([CH:11]=1)=[CH:9][CH:8]=[C:7]([Cl:12])[CH:6]=2.[CH:15](OCC)(OCC)OCC. (7) Given the product [OH:2][CH2:1][C:3]1[CH:8]=[CH:7][C:6]([C:9]2[C:10]([C:15]#[N:16])=[CH:11][CH:12]=[CH:13][CH:14]=2)=[C:5]([N+:17]([O-:19])=[O:18])[CH:4]=1, predict the reactants needed to synthesize it. The reactants are: [CH:1]([C:3]1[CH:8]=[CH:7][C:6]([C:9]2[C:10]([C:15]#[N:16])=[CH:11][CH:12]=[CH:13][CH:14]=2)=[C:5]([N+:17]([O-:19])=[O:18])[CH:4]=1)=[O:2].CO.[BH4-].[Na+].Cl. (8) The reactants are: [Cl:1][C:2]1[CH:3]=[CH:4][CH:5]=[C:6]2[C:10]=1[N:9]([CH3:11])[CH:8]=[C:7]2[CH2:12][N:13]([CH3:30])[C:14](=[O:29])/[CH:15]=[CH:16]/[C:17]1[CH:18]=[N:19][C:20]([NH:23][CH2:24][C:25]([O:27]C)=[O:26])=[CH:21][CH:22]=1.COC(CNC1N=CC(/C=C/C(N(C)CC2C3C(=CC=CC=3)NC=2C)=O)=CC=1)=O. Given the product [C:25]([CH2:24][NH:23][C:20]1[N:19]=[CH:18][C:17](/[CH:16]=[CH:15]/[C:14]([N:13]([CH2:12][C:7]2[C:6]3[C:10](=[C:2]([Cl:1])[CH:3]=[CH:4][CH:5]=3)[N:9]([CH3:11])[CH:8]=2)[CH3:30])=[O:29])=[CH:22][CH:21]=1)([OH:27])=[O:26], predict the reactants needed to synthesize it. (9) Given the product [OH:6][C@H:4]1[C@H:3]2[O:7][CH2:8][C@H:9]([O:10][S:17]([C:12]3[CH:11]=[CH:16][C:15]([CH3:23])=[CH:14][CH:13]=3)(=[O:18])=[O:19])[C@H:2]2[O:1][CH2:5]1.[OH:6][C@@H:4]1[C@H:3]2[O:7][CH2:8][C@@H:9]([O:10][S:17]([C:12]3[CH:11]=[CH:16][C:15]([CH3:23])=[CH:14][CH:13]=3)(=[O:18])=[O:19])[C@H:2]2[O:1][CH2:5]1, predict the reactants needed to synthesize it. The reactants are: [O:1]1[CH2:5][C@H:4]([OH:6])[C@@H:3]2[O:7][CH2:8][C@@H:9]([OH:10])[C@@H:2]12.[C:11]1(C)[C:12]([S:17](Cl)(=[O:19])=[O:18])=[CH:13][CH:14]=[CH:15][CH:16]=1.N1C=CC=C[CH:23]=1. (10) Given the product [Br:20][CH2:29][C:27]1[CH:28]=[C:23]([Cl:22])[CH:24]=[CH:25][C:26]=1[S:31]([CH3:34])(=[O:33])=[O:32], predict the reactants needed to synthesize it. The reactants are: C1(P(C2C=CC=CC=2)C2C=CC=CC=2)C=CC=CC=1.[Br:20]Br.[Cl:22][C:23]1[CH:24]=[CH:25][C:26]([S:31]([CH3:34])(=[O:33])=[O:32])=[C:27]([CH2:29]O)[CH:28]=1.O.